From a dataset of Forward reaction prediction with 1.9M reactions from USPTO patents (1976-2016). Predict the product of the given reaction. (1) Given the reactants [H-].[Al+3].[Li+].[H-].[H-].[H-].[CH2:7]([N:14]1[CH2:19][CH2:18][N:17]([CH2:20][C:21]#[N:22])[CH2:16][CH2:15]1)[C:8]1[CH:13]=[CH:12][CH:11]=[CH:10][CH:9]=1.O.O.O.O.O.O.O.O.O.O.S([O-])([O-])(=O)=O.[Na+].[Na+], predict the reaction product. The product is: [CH2:7]([N:14]1[CH2:15][CH2:16][N:17]([CH2:20][CH2:21][NH2:22])[CH2:18][CH2:19]1)[C:8]1[CH:9]=[CH:10][CH:11]=[CH:12][CH:13]=1. (2) Given the reactants [CH3:1][O:2][C:3]1[CH:4]=[C:5]2[C:10](=[CH:11][C:12]=1[O:13][CH3:14])[N:9]=[CH:8][CH:7]=[C:6]2[O:15][C:16]1[CH:22]=[CH:21][C:19]([NH2:20])=[C:18]([CH3:23])[C:17]=1[CH3:24].C1(C)C=CC=CC=1.C(N(CC)CC)C.ClC(Cl)(O[C:43](=[O:49])[O:44][C:45](Cl)(Cl)Cl)Cl.[Cl:51][C:52]1[CH:62]=[CH:61][CH:60]=[CH:59][C:53]=1[O:54][CH2:55][CH2:56]CO, predict the reaction product. The product is: [CH3:1][O:2][C:3]1[CH:4]=[C:5]2[C:10](=[CH:11][C:12]=1[O:13][CH3:14])[N:9]=[CH:8][CH:7]=[C:6]2[O:15][C:16]1[CH:22]=[CH:21][C:19]([NH:20][C:43](=[O:49])[O:44][CH2:45][CH2:56][CH2:55][O:54][C:53]2[CH:59]=[CH:60][CH:61]=[CH:62][C:52]=2[Cl:51])=[C:18]([CH3:23])[C:17]=1[CH3:24]. (3) Given the reactants Br[C:2]1[C:3]([CH3:21])=[N:4][N:5]([CH2:14][C:15]2[CH:20]=[CH:19][N:18]=[CH:17][CH:16]=2)[C:6]=1[C:7]1[CH:12]=[CH:11][C:10]([F:13])=[CH:9][CH:8]=1.CC1(C)C(C)(C)OB([C:30]2[CH:31]=[CH:32][C:33]3[O:38][CH2:37][C:36](=[O:39])[NH:35][C:34]=3[CH:40]=2)O1.C(=O)([O-])[O-].[Cs+].[Cs+], predict the reaction product. The product is: [F:13][C:10]1[CH:11]=[CH:12][C:7]([C:6]2[N:5]([CH2:14][C:15]3[CH:20]=[CH:19][N:18]=[CH:17][CH:16]=3)[N:4]=[C:3]([CH3:21])[C:2]=2[C:30]2[CH:31]=[CH:32][C:33]3[O:38][CH2:37][C:36](=[O:39])[NH:35][C:34]=3[CH:40]=2)=[CH:8][CH:9]=1. (4) Given the reactants [F:1][C:2]1[CH:7]=[CH:6][C:5]([CH2:8][C:9]([OH:11])=O)=[CH:4][CH:3]=1.[CH3:12][C:13]1[CH:18]=[CH:17][N:16]2[N:19]=[C:20]([NH2:33])[C:21]([C:22]3[CH:27]=[CH:26][C:25]([O:28][C:29]([F:32])([F:31])[F:30])=[CH:24][CH:23]=3)=[C:15]2[N:14]=1.Cl.CN(C)CCCN=C=NCC, predict the reaction product. The product is: [F:1][C:2]1[CH:3]=[CH:4][C:5]([CH2:8][C:9]([NH:33][C:20]2[C:21]([C:22]3[CH:23]=[CH:24][C:25]([O:28][C:29]([F:32])([F:30])[F:31])=[CH:26][CH:27]=3)=[C:15]3[N:14]=[C:13]([CH3:12])[CH:18]=[CH:17][N:16]3[N:19]=2)=[O:11])=[CH:6][CH:7]=1. (5) Given the reactants [CH3:1][N:2]1[C:6]([C:7]2[CH:8]=[C:9]([C:12]([O:14][CH3:15])=[O:13])[S:10][CH:11]=2)=[CH:5][CH:4]=[N:3]1.C1C(=O)N([Br:23])C(=O)C1, predict the reaction product. The product is: [Br:23][C:5]1[CH:4]=[N:3][N:2]([CH3:1])[C:6]=1[C:7]1[CH:8]=[C:9]([C:12]([O:14][CH3:15])=[O:13])[S:10][CH:11]=1. (6) Given the reactants [Br:1][C:2]1[C:7]([CH3:8])=[CH:6][N:5]=[C:4]([OH:9])[C:3]=1[CH3:10].[C:11](=O)(OC)OC.C([O-])([O-])=O.[K+].[K+], predict the reaction product. The product is: [Br:1][C:2]1[C:7]([CH3:8])=[CH:6][N:5]([CH3:11])[C:4](=[O:9])[C:3]=1[CH3:10]. (7) Given the reactants [NH2:1][C:2]1[CH:3]=[C:4]([CH:15]=[CH:16][C:17]=1[O:18][CH3:19])[C:5]([NH:7][C:8]1[CH:13]=[CH:12][C:11]([F:14])=[CH:10][CH:9]=1)=[O:6].[Cl:20][C:21]1[CH:22]=[C:23]([N:28]=[C:29]=[S:30])[CH:24]=[C:25]([Cl:27])[CH:26]=1, predict the reaction product. The product is: [Cl:20][C:21]1[CH:22]=[C:23]([NH:28][C:29](=[S:30])[NH:1][C:2]2[CH:3]=[C:4]([CH:15]=[CH:16][C:17]=2[O:18][CH3:19])[C:5]([NH:7][C:8]2[CH:9]=[CH:10][C:11]([F:14])=[CH:12][CH:13]=2)=[O:6])[CH:24]=[C:25]([Cl:27])[CH:26]=1.